The task is: Predict the product of the given reaction.. This data is from Forward reaction prediction with 1.9M reactions from USPTO patents (1976-2016). (1) Given the reactants [NH:1]1[CH:5]=[C:4]([CH:6]=[N:7][S:8]([C:10]([CH3:13])([CH3:12])[CH3:11])=[O:9])[CH:3]=[N:2]1.[CH3:14][C:15]([O:18][C:19](O[C:19]([O:18][C:15]([CH3:17])([CH3:16])[CH3:14])=[O:20])=[O:20])([CH3:17])[CH3:16].O, predict the reaction product. The product is: [C:10]([S:8](/[N:7]=[CH:6]/[C:4]1[CH:5]=[N:1][N:2]([C:19]([O:18][C:15]([CH3:17])([CH3:16])[CH3:14])=[O:20])[CH:3]=1)=[O:9])([CH3:13])([CH3:12])[CH3:11]. (2) Given the reactants [F:1][C:2]([F:27])([F:26])[C:3]1[CH:4]=[CH:5][C:6]([O:9][C:10]2[CH:15]=[CH:14][C:13]([O:16][C:17]([N:19]3[CH2:24][CH2:23][CH:22]([OH:25])[CH2:21][CH2:20]3)=[O:18])=[CH:12][CH:11]=2)=[N:7][CH:8]=1.[N:28]1([C:33]2[CH:38]=[CH:37][C:36](O)=[CH:35]C=2)C=CN=C1.C(OCC)(=O)C.CCCCCCC.Cl, predict the reaction product. The product is: [F:27][C:2]([F:1])([F:26])[C:3]1[CH:4]=[CH:5][C:6]([O:9][C:10]2[CH:11]=[CH:12][C:13]([O:16][C:17]([N:19]3[CH2:20][CH2:21][CH:22]([O:25][C:35]4[CH:36]=[CH:37][CH:38]=[CH:33][N:28]=4)[CH2:23][CH2:24]3)=[O:18])=[CH:14][CH:15]=2)=[N:7][CH:8]=1.